Predict the product of the given reaction. From a dataset of Forward reaction prediction with 1.9M reactions from USPTO patents (1976-2016). (1) Given the reactants N[CH:2]([CH2:5][O:6][C:7]([CH3:10])([CH3:9])C)[CH2:3]O.C(O[BH-](O[C:21](=[O:23])[CH3:22])OC(=O)C)(=O)C.[Na+].II.[NH:27]1C=CN=C1.C1(P(C2C=CC=CC=2)C2C=CC=CC=2)C=CC=CC=1.[F:51][C:52]1C=CC(OC2CCNCC2)=[CH:54][CH:53]=1.[CH:65]([N:68]([CH:71](C)C)[CH2:69]C)(C)C.[C:74]([C:76]1[CH:77]=[CH:78][C:79]([O:87][CH3:88])=[C:80](/[CH:82]=[CH:83]/[C:84]([OH:86])=O)[CH:81]=1)#[N:75].F[P-](F)(F)(F)(F)F.N1(OC(N(C)C)=[N+](C)C)C2N=CC=CC=2N=N1, predict the reaction product. The product is: [C:74]([C:76]1[CH:77]=[CH:78][C:79]([O:87][CH3:88])=[C:80](/[CH:82]=[CH:83]/[C:84]([NH:27][CH:22]([CH2:21][OH:23])[CH2:71][N:68]2[CH2:65][CH2:9][CH:7]([O:6][C:5]3[CH:2]=[CH:3][C:52]([F:51])=[CH:53][CH:54]=3)[CH2:10][CH2:69]2)=[O:86])[CH:81]=1)#[N:75]. (2) Given the reactants [F:1][C:2]1[CH:24]=[C:23]([N+:25]([O-])=O)[CH:22]=[CH:21][C:3]=1[O:4][C:5]1[C:10]2=[C:11]([CH3:20])[C:12]([O:14][CH2:15][CH2:16][N:17]([CH3:19])[CH3:18])=[CH:13][N:9]2[N:8]=[CH:7][N:6]=1.Cl.Cl.FC1C=C(NC(NC(=O)CC2C=CC(F)=CC=2)=S)C=CC=1OC1C2=C(C)C(OCCN3CCN(C)CC3)=CN2N=CN=1, predict the reaction product. The product is: [CH3:18][N:17]([CH3:19])[CH2:16][CH2:15][O:14][C:12]1[C:11]([CH3:20])=[C:10]2[N:9]([CH:13]=1)[N:8]=[CH:7][N:6]=[C:5]2[O:4][C:3]1[CH:21]=[CH:22][C:23]([NH2:25])=[CH:24][C:2]=1[F:1]. (3) Given the reactants C([O:4][CH2:5][C:6]([N:9]1[CH:18]=[CH:17][C:16]2[C:11](=[CH:12][CH:13]=[CH:14][C:15]=2[NH2:19])[C:10]1=[O:20])([CH3:8])[CH3:7])(=O)C.C(Cl)Cl.[Cl:24][C:25]1[CH:30]=[CH:29][C:28]([CH2:31][C:32](O)=[O:33])=[CH:27][C:26]=1[C:35]([F:38])([F:37])[F:36].F[P-](F)(F)(F)(F)F.C[N+](C)=C(N(C)C)ON1C2N=CC=CC=2N=N1.C(N(CC)C(C)C)(C)C.CO.C(=O)([O-])[O-].[K+].[K+], predict the reaction product. The product is: [Cl:24][C:25]1[CH:30]=[CH:29][C:28]([CH2:31][C:32]([NH:19][C:15]2[CH:14]=[CH:13][CH:12]=[C:11]3[C:16]=2[CH:17]=[CH:18][N:9]([C:6]([CH3:7])([CH3:8])[CH2:5][OH:4])[C:10]3=[O:20])=[O:33])=[CH:27][C:26]=1[C:35]([F:36])([F:37])[F:38]. (4) Given the reactants [CH2:1]([N:3]1[C:8]([CH3:10])([CH3:9])[C:7]([CH3:12])([CH3:11])[O:6][C:5](=[O:13])[CH2:4]1)[CH3:2].C[Si]([N-][Si](C)(C)C)(C)C.[Li+].Br[CH2:25][C:26]([O:28][C:29]([CH3:32])([CH3:31])[CH3:30])=[O:27], predict the reaction product. The product is: [CH2:1]([N:3]1[C:8]([CH3:10])([CH3:9])[C:7]([CH3:12])([CH3:11])[O:6][C:5](=[O:13])[CH:4]1[CH2:25][C:26]([O:28][C:29]([CH3:32])([CH3:31])[CH3:30])=[O:27])[CH3:2].